This data is from Reaction yield outcomes from USPTO patents with 853,638 reactions. The task is: Predict the reaction yield, written as a fraction of the theoretical maximum amount of product (1.0 means a 100% yield; for example, 0.34 means a 34% yield). (1) The reactants are [CH2:1]=O.[NH2:3][N:4]([CH2:9][CH2:10][OH:11])[C:5](=[S:8])[O:6][CH3:7]. The catalyst is O.C1(C)C=CC(S(O)(=O)=O)=CC=1. The product is [O:11]1[CH2:10][CH2:9][N:4]([C:5](=[S:8])[O:6][CH3:7])[NH:3][CH2:1]1. The yield is 0.998. (2) The reactants are [NH:1]([C:3]1[S:7][CH:6]=[N:5][C:4]=1[C:8]([O:10][CH2:11][CH3:12])=[O:9])[NH2:2].O=[C:14]([CH3:29])[CH:15]([C:21]([C:23]1[CH:28]=[CH:27][CH:26]=[CH:25][N:24]=1)=O)[CH2:16][C:17]([O:19][CH3:20])=[O:18]. The catalyst is CO. The product is [CH3:20][O:19][C:17](=[O:18])[CH2:16][C:15]1[C:14]([CH3:29])=[N:2][N:1]([C:3]2[S:7][CH:6]=[N:5][C:4]=2[C:8]([O:10][CH2:11][CH3:12])=[O:9])[C:21]=1[C:23]1[CH:28]=[CH:27][CH:26]=[CH:25][N:24]=1. The yield is 0.618. (3) The reactants are [NH2:1][C:2]1[CH:9]=[CH:8][C:5]([C:6]#[N:7])=[CH:4][CH:3]=1.[C:10]([N:17]1[CH2:22][CH2:21][C:20](=O)[CH2:19][CH2:18]1)([O:12][C:13]([CH3:16])([CH3:15])[CH3:14])=[O:11]. No catalyst specified. The product is [C:13]([O:12][C:10]([N:17]1[CH2:22][CH2:21][CH:20]([NH:1][C:2]2[CH:9]=[CH:8][C:5]([C:6]#[N:7])=[CH:4][CH:3]=2)[CH2:19][CH2:18]1)=[O:11])([CH3:16])([CH3:14])[CH3:15]. The yield is 0.520. (4) The reactants are [CH2:1]([O:3][P:4]([CH2:9][CH2:10][NH:11][CH2:12][C:13]([CH3:36])=[CH:14][CH2:15][C:16]1[C:17]([O:29][CH2:30][CH2:31][Si:32]([CH3:35])([CH3:34])[CH3:33])=[C:18]2[C:22](=[C:23]([CH3:27])[C:24]=1[O:25][CH3:26])[CH2:21][O:20][C:19]2=[O:28])(=[O:8])[O:5][CH2:6][CH3:7])[CH3:2].[CH3:37][S:38](Cl)(=[O:40])=[O:39].N1C=CC=CC=1. The catalyst is C(Cl)Cl. The product is [CH2:1]([O:3][P:4]([CH2:9][CH2:10][N:11]([S:38]([CH3:37])(=[O:40])=[O:39])[CH2:12][C:13]([CH3:36])=[CH:14][CH2:15][C:16]1[C:17]([O:29][CH2:30][CH2:31][Si:32]([CH3:33])([CH3:34])[CH3:35])=[C:18]2[C:22](=[C:23]([CH3:27])[C:24]=1[O:25][CH3:26])[CH2:21][O:20][C:19]2=[O:28])(=[O:8])[O:5][CH2:6][CH3:7])[CH3:2]. The yield is 0.630. (5) The reactants are [Cl:1][C:2]1[CH:27]=[CH:26][C:5]2[C:6](=[O:25])[N:7]=[C:8]([C:10]3[N:15]=[C:14]([CH2:16][CH2:17][C:18]([OH:20])=[O:19])[CH:13]=[C:12]([S:21]([CH3:24])(=[O:23])=[O:22])[CH:11]=3)[S:9][C:4]=2[CH:3]=1.[CH2:28]([N:30]([CH2:34][CH3:35])[CH2:31][CH2:32]O)[CH3:29].C1C=CC2N(O)N=NC=2C=1.O.CCN=C=NCCCN(C)C. The catalyst is CN(C)C1C=CN=CC=1.O.CN(C=O)C. The product is [Cl:1][C:2]1[CH:27]=[CH:26][C:5]2[C:6](=[O:25])[N:7]=[C:8]([C:10]3[N:15]=[C:14]([CH2:16][CH2:17][C:18]([O:20][CH2:29][CH2:28][N:30]([CH2:34][CH3:35])[CH2:31][CH3:32])=[O:19])[CH:13]=[C:12]([S:21]([CH3:24])(=[O:22])=[O:23])[CH:11]=3)[S:9][C:4]=2[CH:3]=1. The yield is 0.500. (6) The yield is 0.980. The catalyst is C(#N)C. The product is [OH:1][C:2]1[CH:11]=[C:10]([O:12][CH3:16])[C:9]([CH:13]([CH3:15])[CH3:14])=[CH:8][C:3]=1[C:4]([O:6][CH3:7])=[O:5]. The reactants are [OH:1][C:2]1[CH:11]=[C:10]([OH:12])[C:9]([CH:13]([CH3:15])[CH3:14])=[CH:8][C:3]=1[C:4]([O:6][CH3:7])=[O:5].[C:16](=O)([O-])[O-].[K+].[K+].S(OC)(OC)(=O)=O. (7) The reactants are N1C=CC=CC=1.Cl.[CH3:8][NH:9][O:10][CH3:11].[C:12](Cl)(=[O:16])[CH2:13][CH2:14][CH3:15]. The catalyst is C(Cl)Cl.O. The product is [CH3:11][O:10][N:9]([CH3:8])[C:12](=[O:16])[CH2:13][CH2:14][CH3:15]. The yield is 0.890.